Dataset: Reaction yield outcomes from USPTO patents with 853,638 reactions. Task: Predict the reaction yield, written as a fraction of the theoretical maximum amount of product (1.0 means a 100% yield; for example, 0.34 means a 34% yield). (1) The reactants are [N:1]1[CH:6]=[CH:5][N:4]=[CH:3][C:2]=1[NH2:7].Br[C:9]1[C:10](=[O:17])[N:11]([CH3:16])[CH:12]=[C:13]([Br:15])[CH:14]=1.CC1(C)C2C(=C(P(C3C=CC=CC=3)C3C=CC=CC=3)C=CC=2)OC2C(P(C3C=CC=CC=3)C3C=CC=CC=3)=CC=CC1=2.C(=O)([O-])[O-].[Cs+].[Cs+]. The catalyst is C1C=CC(/C=C/C(/C=C/C2C=CC=CC=2)=O)=CC=1.C1C=CC(/C=C/C(/C=C/C2C=CC=CC=2)=O)=CC=1.C1C=CC(/C=C/C(/C=C/C2C=CC=CC=2)=O)=CC=1.[Pd].[Pd].O1CCOCC1. The product is [Br:15][C:13]1[CH:14]=[C:9]([NH:7][C:2]2[CH:3]=[N:4][CH:5]=[CH:6][N:1]=2)[C:10](=[O:17])[N:11]([CH3:16])[CH:12]=1. The yield is 0.300. (2) The reactants are [F:1][C:2]1[CH:7]=[CH:6][C:5]([CH2:8][CH2:9][NH2:10])=[CH:4][CH:3]=1.C([O:13][C:14]([C:16]1[N:17]=[C:18]2[CH:23]=[CH:22][C:21]([N:24]3[CH2:29][CH2:28][N:27]([C:30](=[O:42])[C:31]4[CH:36]=[C:35]([F:37])[CH:34]=[CH:33][C:32]=4[C:38]([F:41])([F:40])[F:39])[CH2:26][CH2:25]3)=[N:20][N:19]2[CH:43]=1)=O)C. No catalyst specified. The product is [F:1][C:2]1[CH:7]=[CH:6][C:5]([CH2:8][CH2:9][NH:10][C:14]([C:16]2[N:17]=[C:18]3[CH:23]=[CH:22][C:21]([N:24]4[CH2:29][CH2:28][N:27]([C:30](=[O:42])[C:31]5[CH:36]=[C:35]([F:37])[CH:34]=[CH:33][C:32]=5[C:38]([F:39])([F:41])[F:40])[CH2:26][CH2:25]4)=[N:20][N:19]3[CH:43]=2)=[O:13])=[CH:4][CH:3]=1. The yield is 0.420. (3) The reactants are [CH3:1][O:2][C:3]1[CH:4]=[C:5]2[C:10](=[CH:11][CH:12]=1)[CH2:9][C:8](=O)[CH2:7][CH2:6]2.[N+](C1C=CC=CC=1S([N:26]([CH2:36][C:37]1[CH:42]=[CH:41][CH:40]=[CH:39][N:38]=1)[CH2:27][C:28]1[CH:33]=[CH:32][C:31]([CH2:34][NH2:35])=[CH:30][CH:29]=1)(=O)=O)([O-])=O.[BH3-]C#N.[Na+].C(OC)(OC)OC. The catalyst is CO.C(O)(=O)C. The product is [N:38]1[CH:39]=[CH:40][CH:41]=[CH:42][C:37]=1[CH2:36][NH:26][CH2:27][C:28]1[CH:29]=[CH:30][C:31]([CH2:34][NH:35][CH:8]2[CH2:7][CH2:6][C:5]3[C:10](=[CH:11][CH:12]=[C:3]([O:2][CH3:1])[CH:4]=3)[CH2:9]2)=[CH:32][CH:33]=1. The yield is 0.400. (4) The reactants are [CH2:1]([C:9]1[CH:10]=[C:11]2[C:15](=[CH:16][CH:17]=1)[C:14](=[O:18])[CH2:13][CH2:12]2)[CH2:2][CH2:3][CH2:4][CH2:5][CH2:6][CH2:7][CH3:8].[Br:19]Br. The catalyst is C(Cl)(Cl)Cl. The product is [Br:19][CH:13]1[CH2:12][C:11]2[C:15](=[CH:16][CH:17]=[C:9]([CH2:1][CH2:2][CH2:3][CH2:4][CH2:5][CH2:6][CH2:7][CH3:8])[CH:10]=2)[C:14]1=[O:18]. The yield is 0.840. (5) The reactants are [CH2:1]([O:3][C:4](=[O:24])[CH:5]=[C:6]([C:13]1[CH:21]=[CH:20][CH:19]=[C:18]2[C:14]=1[C:15]([C:22]#[N:23])=[CH:16][NH:17]2)[C:7]1[CH:12]=[CH:11][CH:10]=[CH:9][CH:8]=1)[CH3:2].CCOC(C)=O. The catalyst is CCO.[Pd]. The product is [CH2:1]([O:3][C:4](=[O:24])[CH2:5][CH:6]([C:13]1[CH:21]=[CH:20][CH:19]=[C:18]2[C:14]=1[C:15]([C:22]#[N:23])=[CH:16][NH:17]2)[C:7]1[CH:8]=[CH:9][CH:10]=[CH:11][CH:12]=1)[CH3:2]. The yield is 1.00.